This data is from Reaction yield outcomes from USPTO patents with 853,638 reactions. The task is: Predict the reaction yield, written as a fraction of the theoretical maximum amount of product (1.0 means a 100% yield; for example, 0.34 means a 34% yield). The reactants are O1CCCCC1[N:7]1[C:15]2[C:10](=[CH:11][C:12]([C:16]#[N:17])=[CH:13][CH:14]=2)[C:9]([C:18]2[CH:19]=[N:20][CH:21]=[CH:22][CH:23]=2)=[N:8]1. The catalyst is O1CCCC1.Cl. The product is [N:20]1[CH:21]=[CH:22][CH:23]=[C:18]([C:9]2[C:10]3[C:15](=[CH:14][CH:13]=[C:12]([C:16]#[N:17])[CH:11]=3)[NH:7][N:8]=2)[CH:19]=1. The yield is 0.645.